This data is from Reaction yield outcomes from USPTO patents with 853,638 reactions. The task is: Predict the reaction yield, written as a fraction of the theoretical maximum amount of product (1.0 means a 100% yield; for example, 0.34 means a 34% yield). (1) No catalyst specified. The yield is 0.570. The reactants are [NH2:1][C:2]1[C:7](Br)=[N:6][C:5]([Br:9])=[CH:4][N:3]=1.[C:10]([O:14][C:15]([N:17]1[CH2:22][CH2:21][NH:20][CH2:19][CH2:18]1)=[O:16])([CH3:13])([CH3:12])[CH3:11]. The product is [NH2:1][C:2]1[C:7]([N:20]2[CH2:19][CH2:18][N:17]([C:15]([O:14][C:10]([CH3:13])([CH3:12])[CH3:11])=[O:16])[CH2:22][CH2:21]2)=[N:6][C:5]([Br:9])=[CH:4][N:3]=1. (2) The reactants are [CH3:1][O:2][C:3](=[O:22])[C:4]1[CH:9]=[C:8]([N+:10]([O-])=O)[C:7]([NH2:13])=[C:6]([F:14])[C:5]=1[NH:15][C:16]1[CH:21]=[CH:20][CH:19]=[CH:18][CH:17]=1.C([O-])=O.[NH4+]. The catalyst is C(O)C.[OH-].[OH-].[Pd+2]. The product is [CH3:1][O:2][C:3](=[O:22])[C:4]1[CH:9]=[C:8]([NH2:10])[C:7]([NH2:13])=[C:6]([F:14])[C:5]=1[NH:15][C:16]1[CH:17]=[CH:18][CH:19]=[CH:20][CH:21]=1. The yield is 0.930.